This data is from Full USPTO retrosynthesis dataset with 1.9M reactions from patents (1976-2016). The task is: Predict the reactants needed to synthesize the given product. Given the product [CH:12]1([C:10]2[S:11][C:7]([C:4]3[CH:3]=[CH:2][C:1]([CH3:18])=[CH:6][CH:5]=3)=[C:8]([C:15]([N:29]3[CH2:34][CH2:33][CH2:32][CH2:31][C@H:30]3[CH2:35][NH:36][C:37]([C:39]3[N:46]4[C:42]([S:43][CH:44]=[CH:45]4)=[N:41][C:40]=3[CH3:47])=[O:38])=[O:17])[N:9]=2)[CH2:13][CH2:14]1, predict the reactants needed to synthesize it. The reactants are: [C:1]1([CH3:18])[CH:6]=[CH:5][C:4]([C:7]2[S:11][C:10]([CH:12]3[CH2:14][CH2:13]3)=[N:9][C:8]=2[C:15]([OH:17])=O)=[CH:3][CH:2]=1.CCN(C(C)C)C(C)C.Cl.[NH:29]1[CH2:34][CH2:33][CH2:32][CH2:31][C@H:30]1[CH2:35][NH:36][C:37]([C:39]1[N:46]2[C:42]([S:43][CH:44]=[CH:45]2)=[N:41][C:40]=1[CH3:47])=[O:38].